Predict the product of the given reaction. From a dataset of Forward reaction prediction with 1.9M reactions from USPTO patents (1976-2016). (1) The product is: [CH:1]1([C:19]2[CH:20]=[C:21]([O:23][CH3:24])[CH:22]=[C:9]([F:8])[C:10]=2[C:11]2[O:16][CH2:15][C:14]([CH3:18])([CH3:17])[N:13]=2)[CH2:3][CH2:2]1. Given the reactants [CH:1]1(Br)[CH2:3][CH2:2]1.[Mg].II.[F:8][C:9]1[CH:22]=[C:21]([O:23][CH3:24])[CH:20]=[C:19](F)[C:10]=1[C:11]([NH:13][C:14]([CH3:18])([CH3:17])[CH2:15][OH:16])=O, predict the reaction product. (2) The product is: [C:29]([C:2]1[CH:3]=[C:4]([CH:14]2[C:23]([CH3:24])([CH3:25])[CH2:22][C:21]3[C:16](=[CH:17][CH:18]=[C:19]([C:26]([OH:28])=[O:27])[CH:20]=3)[NH:15]2)[CH:5]=[C:6]([N:8]2[CH2:13][CH2:12][O:11][CH2:10][CH2:9]2)[CH:7]=1)#[N:30]. Given the reactants Cl[C:2]1[CH:3]=[C:4]([CH:14]2[C:23]([CH3:25])([CH3:24])[CH2:22][C:21]3[C:16](=[CH:17][CH:18]=[C:19]([C:26]([OH:28])=[O:27])[CH:20]=3)[NH:15]2)[CH:5]=[C:6]([N:8]2[CH2:13][CH2:12][O:11][CH2:10][CH2:9]2)[CH:7]=1.[C-:29]#[N:30].[Na+], predict the reaction product. (3) Given the reactants [CH3:1][O:2][C:3]1[CH:8]=[C:7]([N+:9]([O-:11])=[O:10])[CH:6]=[CH:5][C:4]=1[OH:12].C([O-])([O-])=O.[K+].[K+].Br[CH2:20][CH2:21][O:22][Si:23]([C:26]([CH3:29])([CH3:28])[CH3:27])([CH3:25])[CH3:24], predict the reaction product. The product is: [C:26]([Si:23]([O:22][CH2:21][CH2:20][O:12][C:4]1[CH:5]=[CH:6][C:7]([N+:9]([O-:11])=[O:10])=[CH:8][C:3]=1[O:2][CH3:1])([CH3:25])[CH3:24])([CH3:29])([CH3:28])[CH3:27]. (4) Given the reactants [H-].[Na+].[OH:3][C:4]1[CH:5]=[C:6]([CH:11]=[CH:12][CH:13]=1)[C:7]([O:9][CH3:10])=[O:8].Br[CH2:15][CH2:16][CH:17]1[O:21][CH2:20][CH2:19][O:18]1, predict the reaction product. The product is: [O:18]1[CH2:19][CH2:20][O:21][CH:17]1[CH2:16][CH2:15][O:3][C:4]1[CH:5]=[C:6]([CH:11]=[CH:12][CH:13]=1)[C:7]([O:9][CH3:10])=[O:8].